The task is: Binary Classification. Given a miRNA mature sequence and a target amino acid sequence, predict their likelihood of interaction.. This data is from Experimentally validated miRNA-target interactions with 360,000+ pairs, plus equal number of negative samples. (1) The miRNA is hsa-miR-4686 with sequence UAUCUGCUGGGCUUUCUGGUGUU. The protein sequence of the target gene is MPLAAYCYLRVVGKGSYGEVTLVKHRRDGKQYVIKKLNLRNASSRERRAAEQEAQLLSQLKHPNIVTYKESWEGGDGLLYIVMGFCEGGDLYRKLKEQKGQLLPENQVVEWFVQIAMALQYLHEKHILHRDLKTQNVFLTRTNIIKVGDLGIARVLENHCDMASTLIGTPYYMSPELFSNKPYNYKSDVWALGCCVYEMATLKHAFNAKDMNSLVYRIIEGKLPPMPRDYSPELAELIRTMLSKRPEERPSVRSILRQPYIKRQISFFLEATKIKTSKNNIKNGDSQSKPFATVVSGEAE.... Result: 0 (no interaction). (2) The miRNA is hsa-miR-21-5p with sequence UAGCUUAUCAGACUGAUGUUGA. The protein sequence of the target gene is MSSESKEQHNVSPRDSAEGNDSYPSGIHLELQRESSTDFKQFETNDQCRPYHRILIERQEKSDTNFKEFVIKKLQKNCQCSPAKAKNMILGFLPVLQWLPKYDLKKNILGDVMSGLIVGILLVPQSIAYSLLAGQEPVYGLYTSFFASIIYFLLGTSRHISVGIFGVLCLMIGETVDRELQKAGYDNAHSAPSLGMVSNGSTLLNHTSDRICDKSCYAIMVGSTVTFIAGVYQVAMGFFQVGFVSVYLSDALLSGFVTGASFTILTSQAKYLLGLNLPRTNGVGSLITTWIHVFRNIHKT.... Result: 1 (interaction).